Dataset: Forward reaction prediction with 1.9M reactions from USPTO patents (1976-2016). Task: Predict the product of the given reaction. (1) Given the reactants [Cl:1][C:2]1[CH:7]=[CH:6][C:5]([C:8]([C:21]2[CH:22]=[C:23]3[C:28](=[CH:29][CH:30]=2)[N:27]([CH3:31])[C:26](=[O:32])[CH:25]=[C:24]3[C:33]2[CH:38]=[CH:37][CH:36]=[CH:35][CH:34]=2)([OH:20])[C:9]2[N:10]=[CH:11][N:12](S(N(C)C)(=O)=[O:15])[CH:13]=2)=[CH:4][CH:3]=1.N, predict the reaction product. The product is: [OH2:15].[Cl:1][C:2]1[CH:7]=[CH:6][C:5]([C:8]([OH:20])([C:9]2[N:10]=[CH:11][NH:12][CH:13]=2)[C:21]2[CH:22]=[C:23]3[C:28](=[CH:29][CH:30]=2)[N:27]([CH3:31])[C:26](=[O:32])[CH:25]=[C:24]3[C:33]2[CH:38]=[CH:37][CH:36]=[CH:35][CH:34]=2)=[CH:4][CH:3]=1. (2) The product is: [CH2:19]([N:16]([CH2:17][CH3:18])[C:14]([C:13]1[CH:21]=[CH:22][C:10]([C:9](=[C:23]2[CH2:28][CH2:27][N:26]([CH2:29][C:30]3[CH:31]=[CH:32][CH:33]=[CH:34][CH:35]=3)[CH2:25][CH2:24]2)[C:6]2[CH:7]=[CH:8][C:3]([C:1]([NH2:2])=[O:36])=[CH:4][CH:5]=2)=[CH:11][CH:12]=1)=[O:15])[CH3:20]. Given the reactants [C:1]([C:3]1[CH:8]=[CH:7][C:6]([C:9](=[C:23]2[CH2:28][CH2:27][N:26]([CH2:29][C:30]3[CH:35]=[CH:34][CH:33]=[CH:32][CH:31]=3)[CH2:25][CH2:24]2)[C:10]2[CH:22]=[CH:21][C:13]([C:14]([N:16]([CH2:19][CH3:20])[CH2:17][CH3:18])=[O:15])=[CH:12][CH:11]=2)=[CH:5][CH:4]=1)#[N:2].[OH-:36].[K+], predict the reaction product.